From a dataset of CYP3A4 inhibition data for predicting drug metabolism from PubChem BioAssay. Regression/Classification. Given a drug SMILES string, predict its absorption, distribution, metabolism, or excretion properties. Task type varies by dataset: regression for continuous measurements (e.g., permeability, clearance, half-life) or binary classification for categorical outcomes (e.g., BBB penetration, CYP inhibition). Dataset: cyp3a4_veith. The compound is Cc1ccc(-c2nnc(SCC(=O)NNC(=O)COc3cccc(C)c3)n2C)cc1. The result is 1 (inhibitor).